Task: Regression. Given two drug SMILES strings and cell line genomic features, predict the synergy score measuring deviation from expected non-interaction effect.. Dataset: NCI-60 drug combinations with 297,098 pairs across 59 cell lines Drug 1: C1CN1C2=NC(=NC(=N2)N3CC3)N4CC4. Drug 2: CNC(=O)C1=NC=CC(=C1)OC2=CC=C(C=C2)NC(=O)NC3=CC(=C(C=C3)Cl)C(F)(F)F. Cell line: HOP-62. Synergy scores: CSS=43.6, Synergy_ZIP=-21.2, Synergy_Bliss=-42.8, Synergy_Loewe=-38.8, Synergy_HSA=-36.6.